The task is: Predict the reaction yield, written as a fraction of the theoretical maximum amount of product (1.0 means a 100% yield; for example, 0.34 means a 34% yield).. This data is from Reaction yield outcomes from USPTO patents with 853,638 reactions. (1) The reactants are [NH2:1]/[C:2](=[N:20]\[O:21][C:22]([C@H:24]([CH2:33][CH2:34][CH2:35][CH:36]1[CH2:41][CH2:40][CH2:39][CH2:38][CH2:37]1)[CH2:25][C:26]([O:28][C:29]([CH3:32])([CH3:31])[CH3:30])=[O:27])=O)/[CH:3]1[CH2:6][N:5]([CH:7]([C:14]2[CH:19]=[CH:18][CH:17]=[CH:16][CH:15]=2)[C:8]2[CH:13]=[CH:12][CH:11]=[CH:10][CH:9]=2)[CH2:4]1. The catalyst is C1(C)C=CC=CC=1. The product is [CH:7]([N:5]1[CH2:6][CH:3]([C:2]2[N:1]=[C:22]([C@H:24]([CH2:33][CH2:34][CH2:35][CH:36]3[CH2:41][CH2:40][CH2:39][CH2:38][CH2:37]3)[CH2:25][C:26]([O:28][C:29]([CH3:30])([CH3:32])[CH3:31])=[O:27])[O:21][N:20]=2)[CH2:4]1)([C:8]1[CH:13]=[CH:12][CH:11]=[CH:10][CH:9]=1)[C:14]1[CH:15]=[CH:16][CH:17]=[CH:18][CH:19]=1. The yield is 0.730. (2) The reactants are [N+:1]([C:4]1[CH:5]=[C:6]([CH:9]=[CH:10][C:11]=1[N+:12]([O-:14])=[O:13])[CH:7]=O)([O-:3])=[O:2].[NH2:15][C:16]1[CH:34]=[CH:33][CH:32]=[CH:31][C:17]=1[C:18]([NH:20][C:21]1[CH:26]=[CH:25][C:24]([CH:27]([CH2:29][CH3:30])[CH3:28])=[CH:23][CH:22]=1)=[O:19]. The catalyst is CCO. The product is [CH:27]([C:24]1[CH:25]=[CH:26][C:21]([N:20]2[C:18](=[O:19])[C:17]3[C:16](=[CH:34][CH:33]=[CH:32][CH:31]=3)[N:15]=[C:7]2[C:6]2[CH:9]=[CH:10][C:11]([N+:12]([O-:14])=[O:13])=[C:4]([N+:1]([O-:3])=[O:2])[CH:5]=2)=[CH:22][CH:23]=1)([CH2:29][CH3:30])[CH3:28]. The yield is 0.490. (3) The reactants are CI.[CH3:3][N:4]1[C:8]([C:9]2[CH:10]=[N:11][CH:12]=[CH:13][CH:14]=2)=[N:7][NH:6][C:5]1=[S:15].[OH-].[Na+].[CH2:18](Cl)Cl. The catalyst is CCO. The product is [CH3:3][N:4]1[C:5]([S:15][CH3:18])=[N:6][N:7]=[C:8]1[C:9]1[CH:10]=[N:11][CH:12]=[CH:13][CH:14]=1. The yield is 0.980. (4) The reactants are F[C:2]1[CH:3]=[C:4]([CH:17]=[CH:18][C:19]=1[CH2:20][N:21]1[CH2:25][CH2:24][CH2:23][CH2:22]1)[O:5][CH:6]1[CH2:9][N:8](C(OC(C)(C)C)=O)[CH2:7]1.N1C[CH:28]([O:30]C2C=CC(CN3CCCC3)=C(F)C=2)C1.N1CCC[CH2:45]1.OC1C=CC(C=O)=C(OC)C=1C. No catalyst specified. The product is [NH:8]1[CH2:7][CH:6]([O:5][C:4]2[CH:17]=[CH:18][C:19]([CH2:20][N:21]3[CH2:22][CH2:23][CH2:24][CH2:25]3)=[C:2]([O:30][CH3:28])[C:3]=2[CH3:45])[CH2:9]1. The yield is 0.300. (5) The reactants are [CH:1]12[CH2:7][CH:4]([CH:5]=[CH:6]1)[CH2:3][CH:2]2[NH:8][C:9]([NH:11][NH2:12])=[S:10].[N:13]1[CH:18]=[CH:17][CH:16]=[CH:15][C:14]=1[CH:19]=O.C(O)(=O)C. The catalyst is C(O)C. The product is [CH:1]12[CH2:7][CH:4]([CH:5]=[CH:6]1)[CH2:3][CH:2]2[NH:8][C:9](=[S:10])[NH:11][N:12]=[CH:19][C:14]1[CH:15]=[CH:16][CH:17]=[CH:18][N:13]=1. The yield is 0.730. (6) The reactants are [CH3:1][O:2][C:3]1[CH:8]=[CH:7][CH:6]=[CH:5][C:4]=1B(O)O.Cl[C:13]1[CH:18]=[CH:17][C:16]([C:19]2[C:28]3[C:23](=[CH:24][C:25]([S:29]([NH:32][C:33]4[CH:38]=[CH:37][N:36]=[CH:35][N:34]=4)(=[O:31])=[O:30])=[CH:26][CH:27]=3)[CH:22]=[CH:21][N:20]=2)=[C:15]([O:39][CH3:40])[CH:14]=1.P([O-])([O-])([O-])=O.[K+].[K+].[K+].Cl. The catalyst is O.O1CCOCC1. The product is [CH3:1][O:2][C:3]1[CH:8]=[CH:7][CH:6]=[CH:5][C:4]=1[C:13]1[CH:18]=[CH:17][C:16]([C:19]2[C:28]3[C:23](=[CH:24][C:25]([S:29]([NH:32][C:33]4[CH:38]=[CH:37][N:36]=[CH:35][N:34]=4)(=[O:30])=[O:31])=[CH:26][CH:27]=3)[CH:22]=[CH:21][N:20]=2)=[C:15]([O:39][CH3:40])[CH:14]=1. The yield is 0.240. (7) The reactants are [Si]([O:8][CH2:9][CH2:10][C:11]1[CH:16]=[CH:15][N:14]=[C:13]([C:17]#[N:18])[CH:12]=1)(C(C)(C)C)(C)C.[F-].C([N+](CCCC)(CCCC)CCCC)CCC. The catalyst is O.C(OCC)(=O)C. The product is [C:17]([C:13]1[CH:12]=[C:11]([CH2:10][CH2:9][OH:8])[CH:16]=[CH:15][N:14]=1)#[N:18]. The yield is 0.610. (8) The reactants are [OH:1][C:2]1[CH:3]=[CH:4][C:5]2[C:6]3[N:7]([CH2:21][CH2:22][N:23]=3)[C:8]([NH:12][C:13](=[O:20])[C:14]3[CH:19]=[CH:18][CH:17]=[N:16][CH:15]=3)=[N:9][C:10]=2[CH:11]=1.Br[CH2:25][CH2:26][N:27]1[CH:31]=[CH:30][CH:29]=[CH:28]1.C(=O)([O-])[O-].[K+].[K+]. The catalyst is CN(C)C=O. The product is [N:27]1([CH2:26][CH2:25][O:1][C:2]2[CH:3]=[CH:4][C:5]3[C:6]4[N:7]([CH2:21][CH2:22][N:23]=4)[C:8]([NH:12][C:13](=[O:20])[C:14]4[CH:19]=[CH:18][CH:17]=[N:16][CH:15]=4)=[N:9][C:10]=3[CH:11]=2)[CH:31]=[CH:30][CH:29]=[CH:28]1. The yield is 0.540.